From a dataset of Full USPTO retrosynthesis dataset with 1.9M reactions from patents (1976-2016). Predict the reactants needed to synthesize the given product. (1) Given the product [NH2:45][C:43]([C@@H:37]1[C@@H:38]2[CH2:42][C@@H:41]([CH:40]=[CH:39]2)[C@@H:36]1[NH:35][C:16]([C@@H:9]1[CH2:10][C:11](=[N:13][O:14][CH3:15])[CH2:12][N:8]1[C:6]([C:29]1[CH:28]=[CH:27][C:26]([C:21]2[CH:22]=[CH:23][CH:24]=[CH:25][C:20]=2[CH3:19])=[CH:31][CH:30]=1)=[O:7])=[O:18])=[O:44], predict the reactants needed to synthesize it. The reactants are: C(O[C:6]([N:8]1[CH2:12][C:11](=[N:13][O:14][CH3:15])[CH2:10][C@H:9]1[C:16]([OH:18])=O)=[O:7])(C)(C)C.[CH3:19][C:20]1[CH:25]=[CH:24][CH:23]=[CH:22][C:21]=1[C:26]1[CH:31]=[CH:30][C:29](C(O)=O)=[CH:28][CH:27]=1.[NH2:35][C@H:36]1[C@H:41]2[CH2:42][C@H:38]([CH:39]=[CH:40]2)[C@H:37]1[C:43]([NH2:45])=[O:44]. (2) Given the product [Br:1][C:2]1[CH:3]=[C:4]([NH:10][C:11]2[CH:12]=[CH:13][C:14]([C:17]([NH:20][CH2:21][CH3:22])([CH3:19])[CH3:18])=[CH:15][N:16]=2)[C:5](=[O:9])[N:6]([CH3:8])[CH:7]=1, predict the reactants needed to synthesize it. The reactants are: [Br:1][C:2]1[CH:3]=[C:4]([NH:10][C:11]2[N:16]=[CH:15][C:14]([C:17]([NH:20][C:21](=O)[CH3:22])([CH3:19])[CH3:18])=[CH:13][CH:12]=2)[C:5](=[O:9])[N:6]([CH3:8])[CH:7]=1.Cl.[OH-].[Na+].O. (3) Given the product [CH3:1][O:2][C:3]1[C:8]([O:9][CH3:10])=[C:7]([O:11][CH3:12])[CH:6]=[C:5]([CH3:13])[C:4]=1[C:14]([C:16]1[C:21]([C:22]([F:25])([F:23])[F:24])=[CH:20][N:19]=[CH:18][C:17]=1[Cl:26])=[O:15], predict the reactants needed to synthesize it. The reactants are: [CH3:1][O:2][C:3]1[C:8]([O:9][CH3:10])=[C:7]([O:11][CH3:12])[CH:6]=[C:5]([CH3:13])[C:4]=1[CH:14]([C:16]1[C:21]([C:22]([F:25])([F:24])[F:23])=[CH:20][N:19]=[CH:18][C:17]=1[Cl:26])[OH:15]. (4) The reactants are: [Cl:1][C:2]1[N:10]=[C:9]2[C:5]([N:6]=[CH:7][N:8]2[CH3:11])=[C:4](Cl)[N:3]=1.[CH3:13][C:14]1[S:18][C:17]([CH2:19][NH2:20])=[CH:16][CH:15]=1.Cl.C(N(CC)CC)C. Given the product [Cl:1][C:2]1[N:10]=[C:9]2[C:5]([N:6]=[CH:7][N:8]2[CH3:11])=[C:4]([NH:20][CH2:19][C:17]2[S:18][C:14]([CH3:13])=[CH:15][CH:16]=2)[N:3]=1, predict the reactants needed to synthesize it. (5) Given the product [CH:1]([S:4]([N:7]1[CH2:12][CH2:11][N:10]([C:13]2[C:14]3[O:21][C:20](/[CH:22]=[C:24]4/[C:25](=[O:26])[NH:27][C:28](=[O:29])[S:30]/4)=[CH:19][C:15]=3[CH:16]=[N:17][CH:18]=2)[CH2:9][CH2:8]1)(=[O:5])=[O:6])([CH3:3])[CH3:2], predict the reactants needed to synthesize it. The reactants are: [CH:1]([S:4]([N:7]1[CH2:12][CH2:11][N:10]([C:13]2[C:14]3[O:21][C:20]([CH:22]=O)=[CH:19][C:15]=3[CH:16]=[N:17][CH:18]=2)[CH2:9][CH2:8]1)(=[O:6])=[O:5])([CH3:3])[CH3:2].[CH2:24]1[S:30][C:28](=[O:29])[NH:27][C:25]1=[O:26].NCCC(O)=O. (6) Given the product [Cl:1][C:2]1[CH:7]=[C:6]([C:8]#[C:9][C:10]2[N:11]=[C:12]([CH3:15])[N:13]([C:20]3[CH:21]=[CH:22][C:17]([CH3:16])=[CH:18][CH:19]=3)[CH:14]=2)[CH:5]=[CH:4][N:3]=1, predict the reactants needed to synthesize it. The reactants are: [Cl:1][C:2]1[CH:7]=[C:6]([C:8]#[C:9][C:10]2[N:11]=[C:12]([CH3:15])[NH:13][CH:14]=2)[CH:5]=[CH:4][N:3]=1.[CH3:16][C:17]1[CH:22]=[CH:21][C:20](B(O)O)=[CH:19][CH:18]=1. (7) Given the product [Cl:31][C:32]1[CH:40]=[C:39]2[C:35]([C@@:36]3([C@@H:45]([C:46]4[CH:51]=[CH:50][N:49]=[C:48]([Cl:52])[CH:47]=4)[C@H:44]([C:53]([NH:55][C@@H:56]4[CH2:61][CH2:60][C@@H:59]([C:62]([OH:65])([CH3:64])[CH3:63])[O:58][CH2:57]4)=[O:54])[NH:43][C:42]43[CH2:85][CH2:84][C:83]([CH3:87])([CH3:86])[CH2:82][CH2:81]4)[C:37](=[O:41])[NH:38]2)=[CH:34][CH:33]=1, predict the reactants needed to synthesize it. The reactants are: [N+]([O-])([O-])=O.[NH4+].[NH4+].[Ce+4].[N+]([O-])([O-])=O.[N+]([O-])([O-])=O.[N+]([O-])([O-])=O.[N+]([O-])([O-])=O.[N+]([O-])([O-])=O.C(#N)C.[Cl:31][C:32]1[CH:40]=[C:39]2[C:35]([C:36]3([C@@H:45]([C:46]4[CH:51]=[CH:50][N:49]=[C:48]([Cl:52])[CH:47]=4)[C@H:44]([C:53]([NH:55][C@@H:56]4[CH2:61][CH2:60][C@@H:59]([C:62]([OH:65])([CH3:64])[CH3:63])[O:58][CH2:57]4)=[O:54])[N:43]([C@H](C4C=CC=CC=4)[C@@H](O)C4C=CC=CC=4)[C:42]43[CH2:85][CH2:84][C:83]([CH3:87])([CH3:86])[CH2:82][CH2:81]4)[C:37](=[O:41])[NH:38]2)=[CH:34][CH:33]=1.C(=O)([O-])[O-].[K+].[K+]. (8) The reactants are: [CH3:1][O:2][C:3]1[CH:4]=[C:5]2[C:10](=[CH:11][CH:12]=1)[C:9]([O:13][C:14]1[CH:19]=[CH:18][C:17]([O:20][CH2:21][CH2:22][N:23]3[CH2:28][CH2:27][CH2:26][CH2:25][CH2:24]3)=[CH:16][CH:15]=1)=[C:8](OS(C(F)(F)F)(=O)=O)[CH:7]=[CH:6]2.[S:37]1[CH2:42][CH:41]=[C:40](B2OC(C)(C)C(C)(C)O2)[CH2:39][CH2:38]1.C1(P(C2CCCCC2)C2CCCCC2)CCCCC1.[F-].[Cs+]. Given the product [S:37]1[CH2:38][CH:39]=[C:40]([C:8]2[CH:7]=[CH:6][C:5]3[C:10](=[CH:11][CH:12]=[C:3]([O:2][CH3:1])[CH:4]=3)[C:9]=2[O:13][C:14]2[CH:19]=[CH:18][C:17]([O:20][CH2:21][CH2:22][N:23]3[CH2:28][CH2:27][CH2:26][CH2:25][CH2:24]3)=[CH:16][CH:15]=2)[CH2:41][CH2:42]1, predict the reactants needed to synthesize it.